This data is from Forward reaction prediction with 1.9M reactions from USPTO patents (1976-2016). The task is: Predict the product of the given reaction. (1) Given the reactants [Cl:1][C:2]1[CH:7]=[C:6]([Cl:8])[CH:5]=[CH:4][C:3]=1[N:9]1[C:14]2=[N:15][C:16]3[C:17](=[C:18]([C:22]([N:24]([CH2:27][CH3:28])[CH2:25][CH3:26])=O)[CH:19]=[CH:20][CH:21]=3)[N:13]2[CH2:12][CH2:11][CH2:10]1.[B].O1CCCC1, predict the reaction product. The product is: [Cl:1][C:2]1[CH:7]=[C:6]([Cl:8])[CH:5]=[CH:4][C:3]=1[N:9]1[C:14]2=[N:15][C:16]3[CH:21]=[CH:20][CH:19]=[C:18]([CH2:22][N:24]([CH2:27][CH3:28])[CH2:25][CH3:26])[C:17]=3[N:13]2[CH2:12][CH2:11][CH2:10]1. (2) The product is: [CH3:30][S:31]([CH2:34][C:35]([NH:28][CH2:27][CH2:26][O:25][C:9]1[N:10]=[C:11]([N:12]2[CH2:17][CH2:16][N:15]3[C:18]([C:21]([F:22])([F:24])[F:23])=[N:19][N:20]=[C:14]3[CH2:13]2)[C:6]2[CH:5]=[C:4]([CH2:1][CH2:2][CH3:3])[S:29][C:7]=2[N:8]=1)=[O:36])(=[O:33])=[O:32]. Given the reactants [CH2:1]([C:4]1[S:29][C:7]2[N:8]=[C:9]([O:25][CH2:26][CH2:27][NH2:28])[N:10]=[C:11]([N:12]3[CH2:17][CH2:16][N:15]4[C:18]([C:21]([F:24])([F:23])[F:22])=[N:19][N:20]=[C:14]4[CH2:13]3)[C:6]=2[CH:5]=1)[CH2:2][CH3:3].[CH3:30][S:31]([CH2:34][C:35](O)=[O:36])(=[O:33])=[O:32], predict the reaction product. (3) The product is: [C:19]([O:20][C:11]([NH:1][CH:2]1[CH2:7][CH2:6][CH:5]([C:8]([OH:10])=[O:9])[CH2:4][CH2:3]1)=[O:13])([CH3:18])([CH3:21])[CH3:24]. Given the reactants [NH2:1][CH:2]1[CH2:7][CH2:6][CH:5]([C:8]([OH:10])=[O:9])[CH2:4][CH2:3]1.[C:11](OCC)(=[O:13])C.C(O)(=O)[CH2:18][C:19]([CH2:24]C(O)=O)([C:21](O)=O)[OH:20], predict the reaction product. (4) Given the reactants [F:1][CH2:2][C:3]1[C:4]([CH2:19][NH:20]C(=O)OC(C)(C)C)=[CH:5][C:6]([C:9]2[CH:10]=[N:11][C:12]([C:15]([F:18])([F:17])[F:16])=[N:13][CH:14]=2)=[N:7][CH:8]=1.[ClH:28], predict the reaction product. The product is: [ClH:28].[F:1][CH2:2][C:3]1[C:4]([CH2:19][NH2:20])=[CH:5][C:6]([C:9]2[CH:14]=[N:13][C:12]([C:15]([F:18])([F:17])[F:16])=[N:11][CH:10]=2)=[N:7][CH:8]=1. (5) Given the reactants [Cl:1][C:2]1[CH:3]=[C:4]([CH:6]=[CH:7][C:8]=1[O:9][C:10]1[C:19]2[C:14](=[CH:15][C:16]([O:22][CH3:23])=[C:17]([O:20][CH3:21])[CH:18]=2)[N:13]=[CH:12][CH:11]=1)[NH2:5].C(N(CC)CC)C.ClC(Cl)(O[C:35](=[O:41])OC(Cl)(Cl)Cl)Cl.[F:43][C:44]1[CH:49]=[CH:48][C:47]([C@H:50]([NH2:52])[CH3:51])=[CH:46][CH:45]=1, predict the reaction product. The product is: [Cl:1][C:2]1[CH:3]=[C:4]([NH:5][C:35]([NH:52][C@@H:50]([C:47]2[CH:48]=[CH:49][C:44]([F:43])=[CH:45][CH:46]=2)[CH3:51])=[O:41])[CH:6]=[CH:7][C:8]=1[O:9][C:10]1[C:19]2[C:14](=[CH:15][C:16]([O:22][CH3:23])=[C:17]([O:20][CH3:21])[CH:18]=2)[N:13]=[CH:12][CH:11]=1. (6) The product is: [CH3:27][C:25]([CH3:28])([O:24][C:22]([N:1]([C:22]([O:24][C:25]([CH3:28])([CH3:27])[CH3:26])=[O:23])[C:2]1[N:7]=[C:6]([C:8]2[CH:9]=[CH:10][C:11]3[N:12]([CH:14]=[C:15]([C:17]([O:19][CH2:20][CH3:21])=[O:18])[N:16]=3)[CH:13]=2)[CH:5]=[CH:4][CH:3]=1)=[O:23])[CH3:26]. Given the reactants [NH2:1][C:2]1[N:7]=[C:6]([C:8]2[CH:9]=[CH:10][C:11]3[N:12]([CH:14]=[C:15]([C:17]([O:19][CH2:20][CH3:21])=[O:18])[N:16]=3)[CH:13]=2)[CH:5]=[CH:4][CH:3]=1.[C:22](O[C:22]([O:24][C:25]([CH3:28])([CH3:27])[CH3:26])=[O:23])([O:24][C:25]([CH3:28])([CH3:27])[CH3:26])=[O:23], predict the reaction product. (7) Given the reactants [C:1]([C:5]1[CH:9]=[C:8]([NH:10][C:11]([NH:13][CH2:14][C:15]2[CH:41]=[C:40]([F:42])[CH:39]=[CH:38][C:16]=2[CH2:17][O:18][C:19]2[CH:24]=[C:23]([CH3:25])[N:22]([C:26]3[CH:27]=[C:28]([CH:32]=[CH:33][C:34]=3[CH3:35])[C:29](O)=[O:30])[C:21](=[O:36])[C:20]=2[Cl:37])=[O:12])[N:7]([C:43]2[CH:48]=[CH:47][C:46]([CH3:49])=[CH:45][CH:44]=2)[N:6]=1)([CH3:4])([CH3:3])[CH3:2].ClC1N=C(OC)N=C(OC)N=1.[CH2:61]([CH2:63][NH2:64])[OH:62], predict the reaction product. The product is: [C:1]([C:5]1[CH:9]=[C:8]([NH:10][C:11]([NH:13][CH2:14][C:15]2[CH:41]=[C:40]([F:42])[CH:39]=[CH:38][C:16]=2[CH2:17][O:18][C:19]2[CH:24]=[C:23]([CH3:25])[N:22]([C:26]3[CH:27]=[C:28]([CH:32]=[CH:33][C:34]=3[CH3:35])[C:29]([NH:64][CH2:63][CH2:61][OH:62])=[O:30])[C:21](=[O:36])[C:20]=2[Cl:37])=[O:12])[N:7]([C:43]2[CH:44]=[CH:45][C:46]([CH3:49])=[CH:47][CH:48]=2)[N:6]=1)([CH3:4])([CH3:3])[CH3:2]. (8) Given the reactants C[O:2][C:3]1[N:8]=[CH:7][C:6]([C:9]2[N:14]=[C:13]([C:15]([N:17]3[CH2:22][CH2:21][CH:20]([N:23]4[CH2:27][CH2:26][CH2:25][CH2:24]4)[CH2:19][CH2:18]3)=[O:16])[C:12]([CH3:28])=[CH:11][C:10]=2[C:29]2[CH:34]=[CH:33][CH:32]=[C:31]([C:35]([F:38])([F:37])[F:36])[CH:30]=2)=[CH:5][N:4]=1.B(Br)(Br)Br, predict the reaction product. The product is: [OH:2][C:3]1[N:4]=[CH:5][C:6]([C:9]2[N:14]=[C:13]([C:15]([N:17]3[CH2:22][CH2:21][CH:20]([N:23]4[CH2:27][CH2:26][CH2:25][CH2:24]4)[CH2:19][CH2:18]3)=[O:16])[C:12]([CH3:28])=[CH:11][C:10]=2[C:29]2[CH:34]=[CH:33][CH:32]=[C:31]([C:35]([F:38])([F:37])[F:36])[CH:30]=2)=[CH:7][N:8]=1.